Dataset: Forward reaction prediction with 1.9M reactions from USPTO patents (1976-2016). Task: Predict the product of the given reaction. (1) The product is: [O:31]=[C:27]1[NH:28][C:29](=[O:30])[C:24](=[C:2]2[C:10]3[N:9]=[C:8]4[CH:11]=[CH:12][CH:13]=[CH:14][C:7]4=[N:6][C:5]=3[C:4](=[C:15]3[C:16](=[O:23])[NH:17][C:18](=[O:22])[NH:19][C:20]3=[O:21])[NH:3]2)[C:25](=[O:32])[NH:26]1. Given the reactants N[C:2]1([CH:24]2[C:29](=[O:30])[NH:28][C:27](=[O:31])[NH:26][C:25]2=[O:32])[C:10]2[N:9]=[C:8]3[CH:11]=[CH:12][CH:13]=[CH:14][C:7]3=[N:6][C:5]=2[C:4](=[C:15]2[C:20](=[O:21])[NH:19][C:18](=[O:22])[NH:17][C:16]2=[O:23])[NH:3]1.O, predict the reaction product. (2) Given the reactants [S:1](Cl)([CH3:4])(=[O:3])=[O:2].[CH2:6]([OH:24])[CH2:7][O:8][CH2:9][CH2:10][O:11][CH2:12][CH2:13][O:14][CH2:15][CH2:16][O:17][CH2:18][CH2:19][O:20][CH2:21][CH2:22][OH:23], predict the reaction product. The product is: [CH3:4][S:1]([O:23][CH2:22][CH2:21][O:20][CH2:19][CH2:18][O:17][CH2:16][CH2:15][O:14][CH2:13][CH2:12][O:11][CH2:10][CH2:9][O:8][CH2:7][CH2:6][OH:24])(=[O:3])=[O:2]. (3) Given the reactants Br[C:2]1[CH:27]=[CH:26][C:5]2[N:6]([CH2:9][CH:10]3[CH2:15][CH2:14][N:13]([C:16]([O:18][CH2:19][C:20]4[CH:25]=[CH:24][CH:23]=[CH:22][CH:21]=4)=[O:17])[CH2:12][CH2:11]3)[CH:7]=[N:8][C:4]=2[CH:3]=1.[O:28]1[CH2:33][CH2:32][CH2:31][CH2:30][CH:29]1[N:34]1[CH:38]=[C:37](B2OC(C)(C)C(C)(C)O2)[CH:36]=[N:35]1.C(=O)([O-])[O-].[K+].[K+].ClCCl, predict the reaction product. The product is: [O:28]1[CH2:33][CH2:32][CH2:31][CH2:30][CH:29]1[N:34]1[CH:38]=[C:37]([C:2]2[CH:27]=[CH:26][C:5]3[N:6]([CH2:9][CH:10]4[CH2:15][CH2:14][N:13]([C:16]([O:18][CH2:19][C:20]5[CH:25]=[CH:24][CH:23]=[CH:22][CH:21]=5)=[O:17])[CH2:12][CH2:11]4)[CH:7]=[N:8][C:4]=3[CH:3]=2)[CH:36]=[N:35]1. (4) Given the reactants [Cl:1][C:2]1[N:7]=[C:6](/[CH:8]=[C:9](/[C:11]2[CH:12]=[C:13]([NH:17][S:18]([C:21]3[C:26]([F:27])=[CH:25][CH:24]=[CH:23][C:22]=3[F:28])(=[O:20])=[O:19])[CH:14]=[CH:15][CH:16]=2)\O)[CH:5]=[CH:4][N:3]=1.[CH3:29][C:30]([CH3:35])([CH3:34])[C:31](=[S:33])[NH2:32], predict the reaction product. The product is: [Cl:1][C:2]1[N:7]=[C:6]([C:8]2[S:33][C:31]([C:30]([CH3:35])([CH3:34])[CH3:29])=[N:32][C:9]=2[C:11]2[CH:12]=[C:13]([NH:17][S:18]([C:21]3[C:26]([F:27])=[CH:25][CH:24]=[CH:23][C:22]=3[F:28])(=[O:20])=[O:19])[CH:14]=[CH:15][CH:16]=2)[CH:5]=[CH:4][N:3]=1. (5) The product is: [C:46]([C:24]1[N:25]=[C:26]([C:27]2[CH:32]=[CH:31][C:30]([O:33][CH2:34][CH2:35][CH:36]3[CH2:37][CH2:38][N:39]([CH2:10][C:11]([N:13]([CH3:15])[CH3:14])=[O:12])[CH2:40][CH2:41]3)=[C:29]([C:42]([F:43])([F:44])[F:45])[CH:28]=2)[C:21]2[CH:20]=[CH:19][N:18]([CH3:17])[C:22]=2[N:23]=1)#[N:47]. Given the reactants C(=O)([O-])[O-].[K+].[K+].[I-].[K+].Cl[CH2:10][C:11]([N:13]([CH3:15])[CH3:14])=[O:12].Cl.[CH3:17][N:18]1[C:22]2[N:23]=[C:24]([C:46]#[N:47])[N:25]=[C:26]([C:27]3[CH:32]=[CH:31][C:30]([O:33][CH2:34][CH2:35][CH:36]4[CH2:41][CH2:40][NH:39][CH2:38][CH2:37]4)=[C:29]([C:42]([F:45])([F:44])[F:43])[CH:28]=3)[C:21]=2[CH:20]=[CH:19]1, predict the reaction product.